From a dataset of Reaction yield outcomes from USPTO patents with 853,638 reactions. Predict the reaction yield, written as a fraction of the theoretical maximum amount of product (1.0 means a 100% yield; for example, 0.34 means a 34% yield). (1) The reactants are Br[C:2]1[CH:7]=[CH:6][CH:5]=[C:4]([CH3:8])[N:3]=1.[CH:9]1([C:15]#[CH:16])[CH2:14][CH2:13][CH2:12][CH2:11][CH2:10]1.CCCCCC. The product is [CH:9]1([C:15]#[C:16][C:2]2[CH:7]=[CH:6][CH:5]=[C:4]([CH3:8])[N:3]=2)[CH2:14][CH2:13][CH2:12][CH2:11][CH2:10]1. The catalyst is COCCOC.C(OCC)(=O)C.Cl[Pd](Cl)([P](C1C=CC=CC=1)(C1C=CC=CC=1)C1C=CC=CC=1)[P](C1C=CC=CC=1)(C1C=CC=CC=1)C1C=CC=CC=1. The yield is 0.770. (2) The reactants are [CH3:1][O:2][C:3]1[CH:4]=[C:5]([NH:15][C:16]2[N:20]=[C:19]([NH2:21])[NH:18][N:17]=2)[CH:6]=[CH:7][C:8]=1[N:9]1[CH:13]=[C:12]([CH3:14])[N:11]=[CH:10]1.[CH3:22][CH:23]([C:25](=O)[CH2:26][C:27](=[O:31])[CH:28]([CH3:30])[CH3:29])[CH3:24]. No catalyst specified. The product is [C:3]([OH:2])(=[O:31])[CH3:4].[CH:23]([C:25]1[CH:26]=[C:27]([CH:28]([CH3:30])[CH3:29])[N:18]2[N:17]=[C:16]([NH:15][C:5]3[CH:6]=[CH:7][C:8]([N:9]4[CH:13]=[C:12]([CH3:14])[N:11]=[CH:10]4)=[C:3]([O:2][CH3:1])[CH:4]=3)[N:20]=[C:19]2[N:21]=1)([CH3:24])[CH3:22]. The yield is 0.530.